This data is from Reaction yield outcomes from USPTO patents with 853,638 reactions. The task is: Predict the reaction yield, written as a fraction of the theoretical maximum amount of product (1.0 means a 100% yield; for example, 0.34 means a 34% yield). (1) The product is [F:1][C:2]1[CH:11]=[C:10]2[C:5]([CH2:6][CH2:7][CH2:8][NH:9]2)=[CH:4][CH:3]=1. The catalyst is O1CCCC1. The reactants are [F:1][C:2]1[CH:11]=[C:10]2[C:5]([CH2:6][CH2:7][C:8](=O)[NH:9]2)=[CH:4][CH:3]=1. The yield is 0.660. (2) The reactants are I[C:2]1[C:3]([NH:8][CH3:9])=[N:4][CH:5]=[CH:6][CH:7]=1.[C:10]1([N:16]([C:24]2[CH:29]=[CH:28][CH:27]=[CH:26][CH:25]=2)[C:17]2[CH:22]=[CH:21][CH:20]=[C:19]([NH2:23])[CH:18]=2)[CH:15]=[CH:14][CH:13]=[CH:12][CH:11]=1.CC([O-])(C)C.[Na+]. The catalyst is C1(C)C=CC=CC=1.C1C=CC(/C=C/C(/C=C/C2C=CC=CC=2)=O)=CC=1.C1C=CC(/C=C/C(/C=C/C2C=CC=CC=2)=O)=CC=1.C1C=CC(/C=C/C(/C=C/C2C=CC=CC=2)=O)=CC=1.[Pd].[Pd].C1(P(C2CCCCC2)C2C=CC=CC=2C2C(C(C)C)=CC(C(C)C)=CC=2C(C)C)CCCCC1. The product is [C:10]1([N:16]([C:24]2[CH:29]=[CH:28][CH:27]=[CH:26][CH:25]=2)[C:17]2[CH:18]=[C:19]([NH:23][C:2]3[C:3]([NH:8][CH3:9])=[N:4][CH:5]=[CH:6][CH:7]=3)[CH:20]=[CH:21][CH:22]=2)[CH:15]=[CH:14][CH:13]=[CH:12][CH:11]=1. The yield is 0.910. (3) The product is [CH3:1][C@@H:2]([CH2:4][CH2:5][CH2:6][CH2:7][CH3:13])[CH2:3][CH2:17][C:15]([OH:18])=[O:16]. The yield is 0.740. The reactants are [CH3:1][C:2](=[CH:4][CH2:5][CH2:6][C@@H:7]([CH3:13])CCCCC)[CH3:3].C[C:15]([CH3:17])=[O:16].[OH:18]S(O)(=O)=O.O=[Cr](=O)=O.O.[O-]S([O-])(=O)=O.[Na+].[Na+]. The catalyst is CC(C)=O. (4) The reactants are [CH3:1][S:2]([N:5]1[CH2:10][CH2:9][NH:8][CH2:7][CH2:6]1)(=[O:4])=[O:3].[NH2:11][C:12]1[N:17]=[C:16]([CH3:18])[N:15]=[C:14]([C:19]2[N:24]=[C:23]([C:25](=O)[CH3:26])[CH:22]=[N:21][C:20]=2[NH:28][C:29]2[CH:30]=[N:31][C:32]([O:35][CH3:36])=[CH:33][CH:34]=2)[CH:13]=1.C(O[BH-](OC(=O)C)OC(=O)C)(=O)C.[Na+].N. The catalyst is O1CCCC1.C(O[Ti](OC(C)C)(OC(C)C)OC(C)C)(C)C.C(Cl)Cl. The product is [CH3:36][O:35][C:32]1[N:31]=[CH:30][C:29]([NH:28][C:20]2[C:19]([C:14]3[N:15]=[C:16]([CH3:18])[N:17]=[C:12]([NH2:11])[CH:13]=3)=[N:24][C:23]([CH:25]([N:8]3[CH2:9][CH2:10][N:5]([S:2]([CH3:1])(=[O:4])=[O:3])[CH2:6][CH2:7]3)[CH3:26])=[CH:22][N:21]=2)=[CH:34][CH:33]=1. The yield is 0.610.